Dataset: Forward reaction prediction with 1.9M reactions from USPTO patents (1976-2016). Task: Predict the product of the given reaction. (1) The product is: [F:1][C:2]([F:17])([F:18])[CH:3]([CH2:10][C:11]1[CH:12]=[CH:13][CH:14]=[CH:15][CH:16]=1)[CH2:4][C:5]([O:7][CH2:8][CH3:9])=[O:6]. Given the reactants [F:1][C:2]([F:18])([F:17])/[C:3](/[CH2:10][C:11]1[CH:16]=[CH:15][CH:14]=[CH:13][CH:12]=1)=[CH:4]/[C:5]([O:7][CH2:8][CH3:9])=[O:6], predict the reaction product. (2) Given the reactants [CH3:1][C:2]1[N:7]=[C:6]([C:8]2[CH:9]=[C:10](B(O)O)[CH:11]=[CH:12][CH:13]=2)[CH:5]=[C:4]([C:17]2[CH:22]=[CH:21][C:20]([C:23]([F:26])([F:25])[F:24])=[CH:19][CH:18]=2)[CH:3]=1.[OH:27][CH2:28][C:29]([NH:32][S:33]([C:36]1[CH:37]=[N:38][CH:39]=[C:40](Br)[CH:41]=1)(=[O:35])=[O:34])([CH3:31])[CH3:30], predict the reaction product. The product is: [OH:27][CH2:28][C:29]([NH:32][S:33]([C:36]1[CH:37]=[N:38][CH:39]=[C:40]([C:10]2[CH:11]=[CH:12][CH:13]=[C:8]([C:6]3[CH:5]=[C:4]([C:17]4[CH:18]=[CH:19][C:20]([C:23]([F:25])([F:24])[F:26])=[CH:21][CH:22]=4)[CH:3]=[C:2]([CH3:1])[N:7]=3)[CH:9]=2)[CH:41]=1)(=[O:35])=[O:34])([CH3:31])[CH3:30]. (3) Given the reactants [CH2:1]([C:8]1[C:17]2[C:12](=[CH:13][CH:14]=[CH:15][CH:16]=2)[C:11]([N:18]2[CH2:23][CH2:22][N:21]([C:24]3[N:29]=[CH:28][C:27]([NH2:30])=[CH:26][CH:25]=3)[CH2:20][CH2:19]2)=[N:10][N:9]=1)[C:2]1[CH:7]=[CH:6][CH:5]=[CH:4][CH:3]=1.C(N(CC)CC)C.Cl[C:39]([O:41][CH3:42])=[O:40], predict the reaction product. The product is: [CH3:42][O:41][C:39](=[O:40])[NH:30][C:27]1[CH:28]=[N:29][C:24]([N:21]2[CH2:20][CH2:19][N:18]([C:11]3[C:12]4[C:17](=[CH:16][CH:15]=[CH:14][CH:13]=4)[C:8]([CH2:1][C:2]4[CH:7]=[CH:6][CH:5]=[CH:4][CH:3]=4)=[N:9][N:10]=3)[CH2:23][CH2:22]2)=[CH:25][CH:26]=1. (4) The product is: [CH:9]([OH:42])=[O:8].[NH:24]1[CH:23]=[CH:22][N:21]=[C:20]1[C@@H:15]([NH:14][C:12](=[O:13])[C@H:11]([N:25]1[CH:29]=[CH:28][C:27]([C:30]2[CH:31]=[CH:32][C:33]([C:36]3[CH:37]=[CH:38][N:39]=[CH:40][CH:41]=3)=[CH:34][CH:35]=2)=[CH:26]1)[CH2:10][C:9]([OH:42])=[O:8])[CH2:16][CH:17]([CH3:18])[CH3:19]. Given the reactants C([O:8][C:9](=[O:42])[CH2:10][C@@H:11]([N:25]1[CH:29]=[CH:28][C:27]([C:30]2[CH:35]=[CH:34][C:33]([C:36]3[CH:41]=[CH:40][N:39]=[CH:38][CH:37]=3)=[CH:32][CH:31]=2)=[CH:26]1)[C:12]([NH:14][C@H:15]([C:20]1[NH:21][CH:22]=[CH:23][N:24]=1)[CH2:16][CH:17]([CH3:19])[CH3:18])=[O:13])C1C=CC=CC=1, predict the reaction product. (5) Given the reactants [Cl:1][C:2]1[CH:3]=[CH:4][N:5]=[C:6]2[C:11]=1[N:10]=[CH:9][C:8]([NH2:12])=[CH:7]2.C(N(CC)CC)C.[CH3:20][O:21][CH2:22][C:23](Cl)=[O:24], predict the reaction product. The product is: [Cl:1][C:2]1[CH:3]=[CH:4][N:5]=[C:6]2[C:11]=1[N:10]=[CH:9][C:8]([NH:12][C:23](=[O:24])[CH2:22][O:21][CH3:20])=[CH:7]2.